Dataset: Full USPTO retrosynthesis dataset with 1.9M reactions from patents (1976-2016). Task: Predict the reactants needed to synthesize the given product. (1) Given the product [CH2:1]([O:5][C:6]1[CH:11]=[C:10]([CH2:12][CH2:13][C:14]([O:16][CH3:17])=[O:15])[CH:9]=[CH:8][C:7]=1[C:18]1[CH:23]=[CH:22][CH:21]=[C:20]([CH2:24][N:25]([C:36](=[O:37])[C:35]2[CH:34]=[CH:33][C:32]([O:31][CH2:27][CH2:28][CH2:29][CH3:30])=[CH:40][CH:39]=2)[CH3:26])[CH:19]=1)[CH2:2][CH2:3][CH3:4], predict the reactants needed to synthesize it. The reactants are: [CH2:1]([O:5][C:6]1[CH:11]=[C:10]([CH2:12][CH2:13][C:14]([O:16][CH3:17])=[O:15])[CH:9]=[CH:8][C:7]=1[C:18]1[CH:23]=[CH:22][CH:21]=[C:20]([CH2:24][NH:25][CH3:26])[CH:19]=1)[CH2:2][CH2:3][CH3:4].[CH2:27]([O:31][C:32]1[CH:40]=[CH:39][C:35]([C:36](Cl)=[O:37])=[CH:34][CH:33]=1)[CH2:28][CH2:29][CH3:30].C(N(CC)CC)C. (2) Given the product [CH2:1]([O:3][C:4](=[O:15])[C:5]([CH3:6])=[CH:39][C:37]1[CH:36]=[CH:35][CH:34]=[C:33]([C:28]2([CH3:27])[O:29][CH2:30][CH2:31][O:32]2)[N:38]=1)[CH3:2], predict the reactants needed to synthesize it. The reactants are: [CH2:1]([O:3][C:4](=[O:15])[CH:5](P(OCC)(OCC)=O)[CH3:6])[CH3:2].C(N(C(C)C)CC)(C)C.[Cl-].[Li+].[CH3:27][C:28]1([C:33]2[N:38]=[C:37]([CH:39]=O)[CH:36]=[CH:35][CH:34]=2)[O:32][CH2:31][CH2:30][O:29]1.